From a dataset of NCI-60 drug combinations with 297,098 pairs across 59 cell lines. Regression. Given two drug SMILES strings and cell line genomic features, predict the synergy score measuring deviation from expected non-interaction effect. (1) Drug 1: CCCS(=O)(=O)NC1=C(C(=C(C=C1)F)C(=O)C2=CNC3=C2C=C(C=N3)C4=CC=C(C=C4)Cl)F. Drug 2: CCCCC(=O)OCC(=O)C1(CC(C2=C(C1)C(=C3C(=C2O)C(=O)C4=C(C3=O)C=CC=C4OC)O)OC5CC(C(C(O5)C)O)NC(=O)C(F)(F)F)O. Cell line: MDA-MB-231. Synergy scores: CSS=3.71, Synergy_ZIP=0.914, Synergy_Bliss=4.19, Synergy_Loewe=0.577, Synergy_HSA=2.14. (2) Drug 1: C1=NC2=C(N=C(N=C2N1C3C(C(C(O3)CO)O)F)Cl)N. Cell line: A498. Drug 2: CC(C)NC(=O)C1=CC=C(C=C1)CNNC.Cl. Synergy scores: CSS=2.51, Synergy_ZIP=-3.18, Synergy_Bliss=-3.47, Synergy_Loewe=-1.31, Synergy_HSA=-1.18.